This data is from Catalyst prediction with 721,799 reactions and 888 catalyst types from USPTO. The task is: Predict which catalyst facilitates the given reaction. (1) Reactant: C([O:3][C:4](=O)[C:5](=[CH:12][C:13]1[CH:18]=[C:17]([OH:19])[CH:16]=[CH:15][C:14]=1[N+:20]([O-])=O)[CH2:6][C:7]([O:9][CH2:10][CH3:11])=[O:8])C.CCOC(C)=O.CCCCCC. Product: [CH2:10]([O:9][C:7](=[O:8])[CH2:6][CH:5]1[CH2:12][C:13]2[C:14](=[CH:15][CH:16]=[C:17]([OH:19])[CH:18]=2)[NH:20][C:4]1=[O:3])[CH3:11]. The catalyst class is: 29. (2) The catalyst class is: 37. Product: [C:40]([N:28]1[CH2:29][CH2:30][C@@H:26]([NH:25][C:18]2[N:19]=[N:20][C:21]([C:22]([NH2:24])=[O:23])=[C:16]([NH:15][C:12]3[CH:13]=[CH:14][C:9]([C:7]([N:1]4[CH2:2][CH2:3][O:4][CH2:5][CH2:6]4)=[O:8])=[CH:10][CH:11]=3)[N:17]=2)[CH2:27]1)(=[O:43])[CH:41]=[CH2:42].[ClH:44]. Reactant: [N:1]1([C:7]([C:9]2[CH:14]=[CH:13][C:12]([NH:15][C:16]3[N:17]=[C:18]([NH:25][C@@H:26]4[CH2:30][CH2:29][NH:28][CH2:27]4)[N:19]=[N:20][C:21]=3[C:22]([NH2:24])=[O:23])=[CH:11][CH:10]=2)=[O:8])[CH2:6][CH2:5][O:4][CH2:3][CH2:2]1.CCN(C(C)C)C(C)C.[C:40]([Cl:44])(=[O:43])[CH:41]=[CH2:42]. (3) Reactant: Cl[C:2]1[C:10]2[C:5](=[CH:6][CH:7]=[CH:8][C:9]=2[CH:11]([OH:21])[CH2:12][N:13]([CH2:18][CH2:19][CH3:20])[C@@H:14]([CH3:17])[CH2:15][OH:16])[N:4]([Si](C(C)C)(C(C)C)C(C)C)[CH:3]=1.[OH-:32].[Na+]. Product: [OH:21][CH:11]([C:9]1[CH:8]=[CH:7][CH:6]=[C:5]2[C:10]=1[CH2:2][C:3](=[O:32])[NH:4]2)[CH2:12][N:13]([C@@H:14]([CH3:17])[CH2:15][OH:16])[CH2:18][CH2:19][CH3:20]. The catalyst class is: 33. (4) Reactant: [F:1][C:2]([F:18])([F:17])[C:3]1[CH:8]=[CH:7][CH:6]=[CH:5][C:4]=1[N:9]1[CH:13]=[C:12]([C:14]([NH2:16])=O)[N:11]=[CH:10]1.COC1C=CC(P2(SP(C3C=CC(OC)=CC=3)(=S)S2)=[S:28])=CC=1. Product: [F:1][C:2]([F:18])([F:17])[C:3]1[CH:8]=[CH:7][CH:6]=[CH:5][C:4]=1[N:9]1[CH:13]=[C:12]([C:14](=[S:28])[NH2:16])[N:11]=[CH:10]1. The catalyst class is: 48. (5) Reactant: C1(P(C2CCCCC2)C2C=CC=CC=2C2C(C(C)C)=CC(C(C)C)=CC=2C(C)C)CCCCC1.[O:35]1[CH2:40][CH2:39][N:38]([C:41]2[C:46]([NH2:47])=[CH:45][C:44]([N:48]3[CH2:53][CH2:52][O:51][CH2:50][CH2:49]3)=[CH:43][N:42]=2)[CH2:37][CH2:36]1.Cl[C:55]1[C:64]2[C:59](=[CH:60][C:61]([F:66])=[CH:62][C:63]=2[F:65])[N:58]=[C:57]([C:67]2[CH:72]=[C:71]([C:73]3[CH:78]=[CH:77][CH:76]=[CH:75][CH:74]=3)[CH:70]=[CH:69][N:68]=2)[C:56]=1[CH3:79].CC(C)([O-])C.[Na+]. Product: [O:35]1[CH2:40][CH2:39][N:38]([C:41]2[C:46]([NH:47][C:55]3[C:64]4[C:59](=[CH:60][C:61]([F:66])=[CH:62][C:63]=4[F:65])[N:58]=[C:57]([C:67]4[CH:72]=[C:71]([C:73]5[CH:78]=[CH:77][CH:76]=[CH:75][CH:74]=5)[CH:70]=[CH:69][N:68]=4)[C:56]=3[CH3:79])=[CH:45][C:44]([N:48]3[CH2:49][CH2:50][O:51][CH2:52][CH2:53]3)=[CH:43][N:42]=2)[CH2:37][CH2:36]1. The catalyst class is: 101. (6) The catalyst class is: 35. Reactant: [CH3:1][O:2][C:3]([C:5]1[CH:6]=[CH:7][C:8]([C:11]([OH:13])=O)=[N:9][CH:10]=1)=[O:4].[CH2:14]([O:16][CH2:17][CH2:18][O:19][C:20]1[CH:25]=[CH:24][C:23]([C:26]2[CH:31]=[CH:30][C:29]([C:32]([NH:34][NH2:35])=[O:33])=[CH:28][CH:27]=2)=[CH:22][CH:21]=1)[CH3:15].ON1C2C=CC=CC=2N=N1.C(N=C=NCCCN(C)C)C.C(NC(C)C)(C)C. Product: [CH2:14]([O:16][CH2:17][CH2:18][O:19][C:20]1[CH:25]=[CH:24][C:23]([C:26]2[CH:31]=[CH:30][C:29]([C:32]([NH:34][NH:35][C:11]([C:8]3[CH:7]=[CH:6][C:5]([C:3]([O:2][CH3:1])=[O:4])=[CH:10][N:9]=3)=[O:13])=[O:33])=[CH:28][CH:27]=2)=[CH:22][CH:21]=1)[CH3:15].